From a dataset of Catalyst prediction with 721,799 reactions and 888 catalyst types from USPTO. Predict which catalyst facilitates the given reaction. (1) Reactant: O=C1C2C(=CC=CC=2)C(=O)[N:3]1[CH2:12][CH2:13][CH2:14][N:15]1[CH2:20][CH2:19][CH:18]([N:21]([CH2:27][C:28]2[CH:32]=[CH:31][S:30][CH:29]=2)[C:22]([NH:24][O:25][CH3:26])=[O:23])[CH2:17][CH2:16]1.O.NN. Product: [NH2:3][CH2:12][CH2:13][CH2:14][N:15]1[CH2:20][CH2:19][CH:18]([N:21]([CH2:27][C:28]2[CH:32]=[CH:31][S:30][CH:29]=2)[C:22]([NH:24][O:25][CH3:26])=[O:23])[CH2:17][CH2:16]1. The catalyst class is: 863. (2) Reactant: Cl.[Cl:2][C:3]1[C:8]([C:9]([NH2:11])=[NH:10])=[CH:7][N:6]=[C:5]([O:12][CH3:13])[CH:4]=1.C(=O)(O)[O-].[K+].Cl[CH2:20][C:21]([C:23]1[N:24]([CH:28]([CH3:30])[CH3:29])[N:25]=[CH:26][N:27]=1)=O. Product: [Cl:2][C:3]1[C:8]([C:9]2[NH:11][CH:20]=[C:21]([C:23]3[N:24]([CH:28]([CH3:30])[CH3:29])[N:25]=[CH:26][N:27]=3)[N:10]=2)=[CH:7][N:6]=[C:5]([O:12][CH3:13])[CH:4]=1. The catalyst class is: 20. (3) The catalyst class is: 335. Product: [C:1]([N:4]1[C:13]2[C:8](=[CH:9][C:10]([C:32]3[N:33]=[CH:34][N:35]([CH2:37][CH2:38][NH:39][C:40]([O:41][C:42]([CH3:45])([CH3:44])[CH3:43])=[O:46])[CH:36]=3)=[CH:11][CH:12]=2)[C@H:7]([NH:23][C:24](=[O:29])[O:25][CH:26]([CH3:28])[CH3:27])[CH2:6][C@@H:5]1[CH3:30])(=[O:3])[CH3:2]. Reactant: [C:1]([N:4]1[C:13]2[C:8](=[CH:9][C:10](B3OC(C)(C)C(C)(C)O3)=[CH:11][CH:12]=2)[C@H:7]([NH:23][C:24](=[O:29])[O:25][CH:26]([CH3:28])[CH3:27])[CH2:6][C@@H:5]1[CH3:30])(=[O:3])[CH3:2].I[C:32]1[N:33]=[CH:34][N:35]([CH2:37][CH2:38][NH:39][C:40](=[O:46])[O:41][C:42]([CH3:45])([CH3:44])[CH3:43])[CH:36]=1.C(=O)([O-])[O-].[K+].[K+].